Dataset: Peptide-MHC class I binding affinity with 185,985 pairs from IEDB/IMGT. Task: Regression. Given a peptide amino acid sequence and an MHC pseudo amino acid sequence, predict their binding affinity value. This is MHC class I binding data. (1) The peptide sequence is RDNMTKKMV. The MHC is Mamu-A11 with pseudo-sequence Mamu-A11. The binding affinity (normalized) is 0. (2) The peptide sequence is FTDCRTIDA. The MHC is HLA-A02:02 with pseudo-sequence HLA-A02:02. The binding affinity (normalized) is 0.141. (3) The peptide sequence is ELWARISSSL. The MHC is HLA-A02:06 with pseudo-sequence HLA-A02:06. The binding affinity (normalized) is 0.155. (4) The peptide sequence is HYPYRLWHY. The MHC is HLA-A24:02 with pseudo-sequence HLA-A24:02. The binding affinity (normalized) is 0.352. (5) The binding affinity (normalized) is 0.433. The peptide sequence is LVDNVDFAT. The MHC is HLA-A02:01 with pseudo-sequence HLA-A02:01. (6) The peptide sequence is RYRRLIQIL. The MHC is HLA-B58:01 with pseudo-sequence HLA-B58:01. The binding affinity (normalized) is 0.0847. (7) The peptide sequence is ICLSGEGWPY. The MHC is HLA-A26:01 with pseudo-sequence HLA-A26:01. The binding affinity (normalized) is 0.